This data is from Reaction yield outcomes from USPTO patents with 853,638 reactions. The task is: Predict the reaction yield, written as a fraction of the theoretical maximum amount of product (1.0 means a 100% yield; for example, 0.34 means a 34% yield). (1) The reactants are [CH2:1]([O:8][C:9]([N:11]1[CH2:16][CH2:15][C:14](=O)[CH2:13][CH2:12]1)=[O:10])[C:2]1[CH:7]=[CH:6][CH:5]=[CH:4][CH:3]=1.Br[C:19](Br)([F:21])[F:20].CN(P(N(C)C)(N(C)C)=O)C. The catalyst is C1COCC1.[Zn]. The product is [CH2:1]([O:8][C:9]([N:11]1[CH2:16][CH2:15][C:14](=[C:19]([F:21])[F:20])[CH2:13][CH2:12]1)=[O:10])[C:2]1[CH:7]=[CH:6][CH:5]=[CH:4][CH:3]=1. The yield is 0.560. (2) The reactants are [F:1][C:2]1[CH:3]=[C:4]([N:8]2[CH:12]=[C:11]([C@@H:13]3[N:17]4[CH2:18][CH2:19][NH:20][CH2:21][C@@H:16]4[CH2:15][CH2:14]3)[N:10]=[N:9]2)[CH:5]=[CH:6][CH:7]=1.Cl[C:23]1[N:30]=[CH:29][CH:28]=[CH:27][C:24]=1[C:25]#[N:26].CCN(CC)CC. The product is [F:1][C:2]1[CH:3]=[C:4]([N:8]2[CH:12]=[C:11]([C@@H:13]3[N:17]4[CH2:18][CH2:19][N:20]([C:23]5[N:30]=[CH:29][CH:28]=[CH:27][C:24]=5[C:25]#[N:26])[CH2:21][C@@H:16]4[CH2:15][CH2:14]3)[N:10]=[N:9]2)[CH:5]=[CH:6][CH:7]=1. The yield is 0.750. The catalyst is C1COCC1. (3) The reactants are [NH2:1][C:2]1[C:3]([C:19](N(OC)C)=[O:20])=[N:4][C:5]([N:8]2[CH2:13][CH2:12][N:11]([S:14]([CH2:17][CH3:18])(=[O:16])=[O:15])[CH2:10][CH2:9]2)=[CH:6][N:7]=1.[CH3:25][Mg+].[Br-]. The catalyst is C1COCC1. The product is [NH2:1][C:2]1[C:3]([C:19](=[O:20])[CH3:25])=[N:4][C:5]([N:8]2[CH2:9][CH2:10][N:11]([S:14]([CH2:17][CH3:18])(=[O:15])=[O:16])[CH2:12][CH2:13]2)=[CH:6][N:7]=1. The yield is 0.680. (4) The reactants are [NH2:1][C:2]1[C:3]2[N:4]([C:8]([C@@H:26]([NH2:28])[CH3:27])=[N:9][C:10]=2[C:11]2[CH:25]=[CH:24][C:14]([C:15]([NH:17][C:18]3[CH:23]=[CH:22][CH:21]=[CH:20][N:19]=3)=[O:16])=[CH:13][CH:12]=2)[CH:5]=[CH:6][N:7]=1.[C:29](O)(=[O:33])[C:30]#[C:31][CH3:32]. No catalyst specified. The product is [NH2:1][C:2]1[C:3]2[N:4]([C:8]([C@@H:26]([NH:28][C:29](=[O:33])[C:30]#[C:31][CH3:32])[CH3:27])=[N:9][C:10]=2[C:11]2[CH:25]=[CH:24][C:14]([C:15]([NH:17][C:18]3[CH:23]=[CH:22][CH:21]=[CH:20][N:19]=3)=[O:16])=[CH:13][CH:12]=2)[CH:5]=[CH:6][N:7]=1. The yield is 0.269. (5) The reactants are [Cl-].[CH3:2][C:3]1[N:8]2[N:9]=[C:10]([CH2:12][P+](C3C=CC=CC=3)(C3C=CC=CC=3)C3C=CC=CC=3)[N:11]=[C:7]2[C:6]([CH3:32])=[N:5][CH:4]=1.[Br:33][C:34]1[N:35]=[C:36]([CH:43]=O)[N:37]([CH2:39][CH:40]2[CH2:42][CH2:41]2)[CH:38]=1. No catalyst specified. The product is [Br:33][C:34]1[N:35]=[C:36](/[CH:43]=[CH:12]/[C:10]2[N:11]=[C:7]3[C:6]([CH3:32])=[N:5][CH:4]=[C:3]([CH3:2])[N:8]3[N:9]=2)[N:37]([CH2:39][CH:40]2[CH2:41][CH2:42]2)[CH:38]=1. The yield is 0.589. (6) The reactants are [C:1]([C:4]1[CH:5]=[C:6]([NH:10][C:11]([NH:13][NH:14][C:15]([C:17]2[CH:22]=[CH:21][CH:20]=[C:19]([O:23][C:24]3[CH:29]=[CH:28][CH:27]=[C:26]([O:30][CH3:31])[CH:25]=3)[CH:18]=2)=O)=[S:12])[CH:7]=[CH:8][CH:9]=1)(=[O:3])[CH3:2].O.C1(C)C=CC(S(O)(=O)=O)=CC=1.OS(O)(=O)=O. No catalyst specified. The product is [CH3:31][O:30][C:26]1[CH:25]=[C:24]([CH:29]=[CH:28][CH:27]=1)[O:23][C:19]1[CH:18]=[C:17]([C:15]2[S:12][C:11]([NH:10][C:6]3[CH:5]=[C:4]([C:1](=[O:3])[CH3:2])[CH:9]=[CH:8][CH:7]=3)=[N:13][N:14]=2)[CH:22]=[CH:21][CH:20]=1. The yield is 0.610. (7) The reactants are [F:1][C:2]1[CH:7]=[CH:6][CH:5]=[CH:4][C:3]=1[C:8](=O)[CH2:9][C:10](=O)[C:11]([F:14])([F:13])[F:12].FCC(C1C=CC=CC=1)=O.[NH2:27][C:28]1[C:32]([C:33]#[N:34])=[CH:31][NH:30][N:29]=1. No catalyst specified. The product is [F:1][C:2]1[CH:7]=[CH:6][CH:5]=[CH:4][C:3]=1[C:8]1[CH:9]=[C:10]([C:11]([F:14])([F:13])[F:12])[N:29]2[N:30]=[CH:31][C:32]([C:33]#[N:34])=[C:28]2[N:27]=1. The yield is 0.270. (8) The reactants are [NH2:1][CH2:2][C:3]1[N:8]=[C:7]([N:9]([CH2:17][C:18]([O:20][C:21]([CH3:24])([CH3:23])[CH3:22])=[O:19])[C:10]([O:12][C:13]([CH3:16])([CH3:15])[CH3:14])=[O:11])[CH:6]=[CH:5][CH:4]=1.[N:25]1[CH:30]=[CH:29][CH:28]=[C:27]([S:31](Cl)(=[O:33])=[O:32])[CH:26]=1. No catalyst specified. The product is [C:13]([O:12][C:10]([N:9]([CH2:17][C:18]([O:20][C:21]([CH3:24])([CH3:23])[CH3:22])=[O:19])[C:7]1[CH:6]=[CH:5][CH:4]=[C:3]([CH2:2][NH:1][S:31]([C:27]2[CH:26]=[N:25][CH:30]=[CH:29][CH:28]=2)(=[O:33])=[O:32])[N:8]=1)=[O:11])([CH3:16])([CH3:15])[CH3:14]. The yield is 0.850. (9) The reactants are N[C:2]1[S:11][C:10]2[C:9](=[O:12])[C:8]3[CH:13]=[CH:14][CH:15]=[CH:16][C:7]=3[CH2:6][CH2:5][C:4]=2[N:3]=1.N(OCCC(C)C)=O. The catalyst is CN(C=O)C. The product is [N:3]1[C:4]2[CH2:5][CH2:6][C:7]3[CH:16]=[CH:15][CH:14]=[CH:13][C:8]=3[C:9](=[O:12])[C:10]=2[S:11][CH:2]=1. The yield is 0.520.